This data is from Catalyst prediction with 721,799 reactions and 888 catalyst types from USPTO. The task is: Predict which catalyst facilitates the given reaction. The catalyst class is: 10. Product: [CH3:1][C:2]1[C:7]([CH:8]=[O:9])=[C:6]([CH3:10])[CH:5]=[CH:4][N:3]=1. Reactant: [CH3:1][C:2]1[C:7]([CH2:8][OH:9])=[C:6]([CH3:10])[CH:5]=[CH:4][N:3]=1.